Dataset: Forward reaction prediction with 1.9M reactions from USPTO patents (1976-2016). Task: Predict the product of the given reaction. (1) Given the reactants [CH3:1][N:2]([CH3:38])[C:3]1[C:4]2[C:13]([C:14]3[CH:19]=[CH:18][CH:17]=[CH:16][CH:15]=3)=[C:12]([C:20]3[CH:25]=[CH:24][C:23]([C:26]4([NH:30][C:31](=[O:37])[O:32][C:33]([CH3:36])([CH3:35])[CH3:34])[CH2:29][CH2:28][CH2:27]4)=[CH:22][CH:21]=3)[O:11][C:5]=2[N:6]=[C:7](SC)[N:8]=1.O[O:40][S:41]([O-:43])=O.[K+].[CH2:45]1COCC1, predict the reaction product. The product is: [CH3:38][N:2]([CH3:1])[C:3]1[C:4]2[C:13]([C:14]3[CH:15]=[CH:16][CH:17]=[CH:18][CH:19]=3)=[C:12]([C:20]3[CH:25]=[CH:24][C:23]([C:26]4([NH:30][C:31](=[O:37])[O:32][C:33]([CH3:35])([CH3:34])[CH3:36])[CH2:29][CH2:28][CH2:27]4)=[CH:22][CH:21]=3)[O:11][C:5]=2[N:6]=[C:7]([S:41]([CH3:45])(=[O:43])=[O:40])[N:8]=1. (2) The product is: [NH:13]1[C:17]2[CH:18]=[CH:19][C:20]([NH:22][C:4]3[C:5](=[O:12])[C:6](=[O:11])[C:7]=3[O:8][CH2:9][CH3:10])=[CH:21][C:16]=2[N:15]=[CH:14]1. Given the reactants C(O[C:4]1[C:5](=[O:12])[C:6](=[O:11])[C:7]=1[O:8][CH2:9][CH3:10])C.[N:13]1[C:17]2[CH:18]=[CH:19][C:20]([NH2:22])=[CH:21][C:16]=2[NH:15][CH:14]=1, predict the reaction product. (3) Given the reactants C[O:2][C:3](=[O:42])[C:4]1[CH:9]=[CH:8][CH:7]=[C:6]([CH2:10][O:11][C:12]2[CH:17]=[CH:16][C:15]([C:18]([N:20]3[C:29]4[C:24](=[CH:25][CH:26]=[CH:27][CH:28]=4)[C@H:23]([N:30]([C:38](=[O:40])[CH3:39])[C:31]4[CH:36]=[CH:35][C:34]([Cl:37])=[CH:33][CH:32]=4)[CH2:22][C@@H:21]3[CH3:41])=[O:19])=[CH:14][CH:13]=2)[CH:5]=1.[Li+].[OH-], predict the reaction product. The product is: [C:38]([N:30]([C:31]1[CH:32]=[CH:33][C:34]([Cl:37])=[CH:35][CH:36]=1)[C@H:23]1[C:24]2[C:29](=[CH:28][CH:27]=[CH:26][CH:25]=2)[N:20]([C:18]([C:15]2[CH:16]=[CH:17][C:12]([O:11][CH2:10][C:6]3[CH:5]=[C:4]([CH:9]=[CH:8][CH:7]=3)[C:3]([OH:42])=[O:2])=[CH:13][CH:14]=2)=[O:19])[C@@H:21]([CH3:41])[CH2:22]1)(=[O:40])[CH3:39]. (4) Given the reactants Br[C:2]1[C:9]([C:10]#[N:11])=[C:8]([O:12][CH:13]([CH3:15])[CH3:14])[C:7]([O:16][CH:17]([CH3:19])[CH3:18])=[CH:6][C:3]=1[C:4]#[N:5].[SH:20][C:21]1[CH:26]=[CH:25][C:24]([C:27]([N:29]2[CH2:34][CH2:33][O:32][CH2:31][CH2:30]2)=[O:28])=[CH:23][CH:22]=1.C(NC(C)C)(C)C.C1C=CC(P(C2C(OC3C(P(C4C=CC=CC=4)C4C=CC=CC=4)=CC=CC=3)=CC=CC=2)C2C=CC=CC=2)=CC=1, predict the reaction product. The product is: [CH:13]([O:12][C:8]1[C:7]([O:16][CH:17]([CH3:19])[CH3:18])=[CH:6][C:3]([C:4]#[N:5])=[C:2]([S:20][C:21]2[CH:22]=[CH:23][C:24]([C:27]([N:29]3[CH2:30][CH2:31][O:32][CH2:33][CH2:34]3)=[O:28])=[CH:25][CH:26]=2)[C:9]=1[C:10]#[N:11])([CH3:15])[CH3:14]. (5) Given the reactants C1C=C[NH+]=CC=1.[Br:7][Br-]Br.[F:10][C:11]([F:22])([F:21])[C:12]1[CH:13]=[C:14]([C:18](=[O:20])[CH3:19])[CH:15]=[CH:16][CH:17]=1.O, predict the reaction product. The product is: [Br:7][CH2:19][C:18]([C:14]1[CH:15]=[CH:16][CH:17]=[C:12]([C:11]([F:21])([F:22])[F:10])[CH:13]=1)=[O:20]. (6) Given the reactants [C:1]([O:5][C:6]([C:8]1[CH:9]=[C:10]([S:15]([NH2:18])(=[O:17])=[O:16])[CH:11]=[CH:12][C:13]=1[OH:14])=[O:7])([CH3:4])([CH3:3])[CH3:2].[Cl:19][C:20]1[CH:21]=[C:22]([NH:36][C:37](OC2C=CC=CC=2)=[O:38])[C:23](=[CH:34][CH:35]=1)[C:24]([O:26][CH2:27][C:28]1[CH:33]=[CH:32][CH:31]=[CH:30][CH:29]=1)=[O:25], predict the reaction product. The product is: [C:1]([O:5][C:6]([C:8]1[CH:9]=[C:10]([S:15]([NH:18][C:37]([NH:36][C:22]2[CH:21]=[C:20]([Cl:19])[CH:35]=[CH:34][C:23]=2[C:24]([O:26][CH2:27][C:28]2[CH:33]=[CH:32][CH:31]=[CH:30][CH:29]=2)=[O:25])=[O:38])(=[O:16])=[O:17])[CH:11]=[CH:12][C:13]=1[OH:14])=[O:7])([CH3:4])([CH3:2])[CH3:3]. (7) Given the reactants [CH2:1]([O:8][C:9](=[O:28])[NH:10][C@H:11]([C:16](=[O:27])[NH:17][CH2:18][CH2:19][CH:20](OCC)[O:21]CC)[CH2:12][CH:13]([CH3:15])[CH3:14])[C:2]1[CH:7]=[CH:6][CH:5]=[CH:4][CH:3]=1.Cl, predict the reaction product. The product is: [CH2:1]([O:8][C:9](=[O:28])[NH:10][C@H:11]([C:16](=[O:27])[NH:17][CH2:18][CH2:19][CH:20]=[O:21])[CH2:12][CH:13]([CH3:15])[CH3:14])[C:2]1[CH:7]=[CH:6][CH:5]=[CH:4][CH:3]=1.